Dataset: Catalyst prediction with 721,799 reactions and 888 catalyst types from USPTO. Task: Predict which catalyst facilitates the given reaction. (1) Reactant: [F:1][C:2]1[CH:10]=[N:9][CH:8]=[CH:7][C:3]=1[C:4](Cl)=[O:5].CN(C=O)C.[NH2:16][C:17]1[CH:22]=[C:21]([C:23]([CH3:26])([CH3:25])[CH3:24])[CH:20]=[CH:19][C:18]=1[OH:27].C(N(CC)CC)C. Product: [C:23]([C:21]1[CH:20]=[CH:19][C:18]([OH:27])=[C:17]([NH:16][C:4](=[O:5])[C:3]2[CH:7]=[CH:8][N:9]=[CH:10][C:2]=2[F:1])[CH:22]=1)([CH3:26])([CH3:24])[CH3:25]. The catalyst class is: 6. (2) Reactant: C([N:9]([C:17]1[O:18][C@H:19]([C:33]([F:36])([F:35])[F:34])[C@H:20]([F:32])[C@:21]([C:24]2[C:29]([F:30])=[CH:28][CH:27]=[C:26]([Br:31])[N:25]=2)([CH3:23])[N:22]=1)[C:10](=[O:16])[O:11][C:12]([CH3:15])([CH3:14])[CH3:13])(=O)C1C=CC=CC=1.N. The catalyst class is: 5. Product: [Br:31][C:26]1[N:25]=[C:24]([C@:21]2([CH3:23])[C@@H:20]([F:32])[C@@H:19]([C:33]([F:36])([F:35])[F:34])[O:18][C:17]([NH:9][C:10](=[O:16])[O:11][C:12]([CH3:13])([CH3:15])[CH3:14])=[N:22]2)[C:29]([F:30])=[CH:28][CH:27]=1. (3) Reactant: [F:1][CH:2]([F:14])[C:3]1[CH:4]=[CH:5][C:6]([C:9]([F:13])([F:12])[CH2:10][OH:11])=[N:7][CH:8]=1.CCN(C(C)C)C(C)C.[O:24](S(C(F)(F)F)(=O)=O)[S:25]([C:28]([F:31])([F:30])[F:29])(=O)=[O:26]. Product: [F:29][C:28]([F:31])([F:30])[S:25]([O:11][CH2:10][C:9]([C:6]1[CH:5]=[CH:4][C:3]([CH:2]([F:1])[F:14])=[CH:8][N:7]=1)([F:13])[F:12])(=[O:26])=[O:24]. The catalyst class is: 28. (4) Reactant: [CH:1]1([CH:7]([N:18]2C(=O)C3C(=CC=CC=3)C2=O)[CH2:8][CH2:9][NH:10][C:11](=[O:17])[O:12][C:13]([CH3:16])([CH3:15])[CH3:14])[CH2:6][CH2:5][CH2:4][CH2:3][CH2:2]1.NN. The catalyst class is: 5. Product: [NH2:18][CH:7]([CH:1]1[CH2:2][CH2:3][CH2:4][CH2:5][CH2:6]1)[CH2:8][CH2:9][NH:10][C:11](=[O:17])[O:12][C:13]([CH3:16])([CH3:15])[CH3:14].